This data is from Experimentally validated miRNA-target interactions with 360,000+ pairs, plus equal number of negative samples. The task is: Binary Classification. Given a miRNA mature sequence and a target amino acid sequence, predict their likelihood of interaction. (1) The miRNA is hsa-miR-6769a-3p with sequence GAGCCCCUCUCUGCUCUCCAG. The protein sequence of the target gene is MKMEEMSLSGLDNSKLEAIAQEIYADLVEDSCLGFCFEVHRAVKCGYFFLDDTDPDSMKDFEIVDQPGLDIFGQVFNQWKSKECVCPNCSRSIAASRFAPHLEKCLGMGRNSSRIANRRIANSNNMNKSESDQEDNDDINDNDWSYGSEKKAKKRKSDKNPNSPRRSKSLKHKNGELSNSDPFKYSNSTGISYETLGPEELRSLLTTQCGVISEHTKKMCTRSLRCPQHTDEQRRTVRIYFLGPSAVLPEVESSLDNDGFDMTDSQALISRLQWDGSSDLSPSDSGSSKTSENQGWGLGT.... Result: 0 (no interaction). (2) The miRNA is hsa-miR-7151-3p with sequence CUACAGGCUGGAAUGGGCUCA. The protein sequence of the target gene is MKIFRCCFKYTLQQKLFILLLTLWLFSLLKLLNVGRLLFPQRDIYLVEYSLSTSPFVRNRFPESGDAARDNVNCSGVYEHEPLEIGKSLEIRRRSIIDLEDGDVVAMTSDCDVYQTLRQYHEKLVSREEEDFPIAYSLVVHKDAIMVERLIRAIYNQHNLYCIHYDLKSPDTFKAAMNNLAKCFPNIFIASKLETVEYAHISRLQADWNCLSDLLKSSVQWKYVINLCGQDFPLKSNFELVTELKSLQGRNMLETVRPPSAKTERFTYHHELRQVPYDYMKLPVKTNVSKGAPPHNIQVF.... Result: 0 (no interaction). (3) The miRNA is mmu-miR-7001-3p with sequence CGCUCACACUCCCUCUGCAG. The protein sequence of the target gene is MATASGASDLSGSGAPPPGVGAQAAAAAEEEEREVVRVRVKKCESFLPPEFRSFAVDPQITSLDVLQHILIRAFDLSGKKNFGISYLGRDRLGQEVYLSLLSDWDLSTAFATASKPYLQLRVDIRPSEDSPLLEDWDIISPKDVIGSDVLLAEKRSSLTTAALPFTQSILTQVGRTLSKVQQVLSWSYGEDVKPFKPPLSDAEFHTYLNHEGQLSRPEELRLRIYHGGVEPSLRKVVWRYLLNVYPDGLTGRERMDYMKRKSREYEQLKSEWAQRANPEDLEFIRSTVLKDVLRTDRAHP.... Result: 0 (no interaction). (4) The miRNA is hsa-miR-509-5p with sequence UACUGCAGACAGUGGCAAUCA. The protein sequence of the target gene is MGSWALLWPPLLFTGLLVRPPGTMAQAQYCSVNKDIFEVEENTNVTEPLVDIHVPEGQEVTLGALSTPFAFRIQGNQLFLNVTPDYEEKSLLEAQLLCQSGGTLVTQLRVFVSVLDVNDNAPEFPFKTKEIRVEEDTKVNSTVIPETQLQAEDRDKDDILFYTLQEMTAGASDYFSLVSVNRPALRLDRPLDFYERPNMTFWLLVRDTPGENVEPSHTATATLVLNVVPADLRPPWFLPCTFSDGYVCIQAQYHGAVPTGHILPSPLVLRPGPIYAEDGDRGINQPIIYSIFRGNVNGTF.... Result: 0 (no interaction). (5) The miRNA is hsa-miR-5587-3p with sequence GCCCCGGGCAGUGUGAUCAUC. The protein sequence of the target gene is MVNDPPVPALLWAQEVGQVLAGRARRLLLQFGVLFCTILLLLWVSVFLYGSFYYSYMPTVSHLSPVHFYYRTDCDSSTTSLCSFPVANVSLTKGGRDRVLMYGQPYRVTLELELPESPVNQDLGMFLVTISCYTRGGRIISTSSRSVMLHYRSDLLQMLDTLVFSSLLLFGFAEQKQLLEVELYADYRENSYVPTTGAIIEIHSKRIQLYGAYLRIHAHFTGLRYLLYNFPMTCAFIGVASNFTFLSVIVLFSYMQWVWGGIWPRHRFSLQVNIRKRDNSRKEVQRRISAHQPGPEGQEE.... Result: 0 (no interaction). (6) The miRNA is hsa-miR-599 with sequence GUUGUGUCAGUUUAUCAAAC. The protein sequence of the target gene is MQTIKCVVVGDGAVGKTCLLISYTTNKFPSEYVPTVFDNYAVTVMIGGEPYTLGLFDTAGQEDYDRLRPLSYPQTDVFLVCFSVVAPASFENVREKWVPEISHHCSKTPFLLVGTQVDLRDDPGMLEKLAKNKQKPVSTDVGEKLAKELKAVKYVECSALTQKGLKNVFDEAILAALDPPQQEKKKKCNIL. Result: 0 (no interaction). (7) The protein sequence of the target gene is MSSCSRVALVTGANRGIGLAIARELCRQFSGDVVLTARDVARGQAAVQQLQAEGLSPRFHQLDIDDLQSIRALRDFLRKEYGGLNVLVNNAAVAFKSDDPMPFDIKAEMTLKTNFFATRNMCNELLPIMKPHGRVVNISSLQCLRAFENCSEDLQERFHSETLTEGDLVDLMKKFVEDTKNEVHEREGWPNSPYGVSKLGVTVLSRILARRLDEKRKADRILVNACCPGPVKTDMDGKDSIRTVEEGAETPVYLALLPPDATEPQGQLVHDKVVQNW. The miRNA is hsa-miR-200b-5p with sequence CAUCUUACUGGGCAGCAUUGGA. Result: 0 (no interaction). (8) The miRNA is hsa-miR-452-5p with sequence AACUGUUUGCAGAGGAAACUGA. The protein sequence of the target gene is MPPQQGDPAFPDRCEAPPVPPRRERGGRGGRGPGEPGGRGRAGGAEGRGVKCVLVGDGAVGKTSLVVSYTTNGYPTEYIPTAFDNFSAVVSVDGRPVRLQLCDTAGQDEFDKLRPLCYTNTDIFLLCFSVVSPSSFQNVSEKWVPEIRCHCPKAPIILVGTQSDLREDVKVLIELDKCKEKPVPEEAAKLCAEEIKAASYIECSALTQKNLKEVFDAAIVAGIQYSDTQQQPKKSKSRTPDKMKNLSKSWWKKYCCFV. Result: 1 (interaction).